This data is from Catalyst prediction with 721,799 reactions and 888 catalyst types from USPTO. The task is: Predict which catalyst facilitates the given reaction. (1) Reactant: [Br:1][C:2]1[CH:3]=[N:4][N:5]([CH2:8][C:9]2([OH:17])[CH2:14][CH2:13][CH2:12][C:11]([CH3:16])([CH3:15])[CH2:10]2)[C:6]=1[CH3:7].[H-].[Na+].Br[CH2:21][CH:22]=[CH2:23]. Product: [CH2:23]([O:17][C:9]1([CH2:8][N:5]2[C:6]([CH3:7])=[C:2]([Br:1])[CH:3]=[N:4]2)[CH2:14][CH2:13][CH2:12][C:11]([CH3:15])([CH3:16])[CH2:10]1)[CH:22]=[CH2:21]. The catalyst class is: 9. (2) Reactant: [CH3:1][C:2]#[N:3].[Li]CCCC.[CH2:9]=[C:10]1[CH2:15][CH2:14][CH:13]([C:16](OCC)=[O:17])[CH2:12][CH2:11]1. Product: [CH2:9]=[C:10]1[CH2:15][CH2:14][CH:13]([C:16](=[O:17])[CH2:1][C:2]#[N:3])[CH2:12][CH2:11]1. The catalyst class is: 1. (3) Reactant: [F:1][C:2]1[CH:3]=[C:4]([O:9][C:10]2[CH:17]=[CH:16][C:15]([CH2:18][OH:19])=[CH:14][C:11]=2[C:12]#[N:13])[CH:5]=[N:6][C:7]=1[F:8].[H-].[Na+].Cl[C:23]1[CH:24]=[C:25]2[N:32]([CH3:33])[CH2:31][CH2:30][N:26]2[C:27](=[O:29])[N:28]=1. Product: [F:1][C:2]1[CH:3]=[C:4]([O:9][C:10]2[CH:17]=[CH:16][C:15]([CH2:18][O:19][C:23]3[CH:24]=[C:25]4[N:32]([CH3:33])[CH2:31][CH2:30][N:26]4[C:27](=[O:29])[N:28]=3)=[CH:14][C:11]=2[C:12]#[N:13])[CH:5]=[N:6][C:7]=1[F:8]. The catalyst class is: 1.